This data is from Forward reaction prediction with 1.9M reactions from USPTO patents (1976-2016). The task is: Predict the product of the given reaction. (1) Given the reactants C(OC([C:6]1C=C(C#N)C=C(C)[N:7]=1)=O)C.[CH2:15]([O:17][C:18]([C:20]1[CH:25]=[C:24](Br)[CH:23]=[C:22]([C:27]([F:30])([F:29])[F:28])[N:21]=1)=[O:19])[CH3:16], predict the reaction product. The product is: [CH2:15]([O:17][C:18]([C:20]1[CH:25]=[C:24]([C:6]#[N:7])[CH:23]=[C:22]([C:27]([F:30])([F:29])[F:28])[N:21]=1)=[O:19])[CH3:16]. (2) Given the reactants [Br:1][C:2]1[CH:3]=[C:4]([C:12]2([NH2:15])[CH2:14][CH2:13]2)[CH:5]=[C:6]([C:8]([F:11])([F:10])[F:9])[CH:7]=1.C([O-])([O-])=O.[K+].[K+].[C:22](O[C:22]([O:24][C:25]([CH3:28])([CH3:27])[CH3:26])=[O:23])([O:24][C:25]([CH3:28])([CH3:27])[CH3:26])=[O:23], predict the reaction product. The product is: [Br:1][C:2]1[CH:3]=[C:4]([C:12]2([NH:15][C:22](=[O:23])[O:24][C:25]([CH3:28])([CH3:27])[CH3:26])[CH2:14][CH2:13]2)[CH:5]=[C:6]([C:8]([F:10])([F:11])[F:9])[CH:7]=1. (3) Given the reactants [CH3:1][C:2]1[C:3]([C:21]([O:23][CH2:24][CH3:25])=[O:22])=[C:4]2[CH:9]=[CH:8][CH:7]=[N:6][N:5]2[C:10]=1[C:11]([C:13]1[C:14](=[O:20])[N:15]([CH3:19])[CH:16]=[CH:17][CH:18]=1)=O.[CH3:26][Mg]Br, predict the reaction product. The product is: [CH3:1][C:2]1[C:3]([C:21]([O:23][CH2:24][CH3:25])=[O:22])=[C:4]2[CH:9]=[CH:8][CH:7]=[N:6][N:5]2[C:10]=1[C:11]([C:13]1[C:14](=[O:20])[N:15]([CH3:19])[CH:16]=[CH:17][CH:18]=1)=[CH2:26].